From a dataset of Forward reaction prediction with 1.9M reactions from USPTO patents (1976-2016). Predict the product of the given reaction. (1) Given the reactants [Si]([O:8][C:9]1([C:13]2[CH:14]=[CH:15][C:16]3[C:17]4[N:39]=[CH:38][C:37]([C:40]5[N:44]([CH3:45])[N:43]=[N:42][C:41]=5[CH3:46])=[CH:36][C:18]=4[N:19]([C@H:22]([C:29]4[CH:34]=[CH:33][C:32]([F:35])=[CH:31][CH:30]=4)[CH:23]4[CH2:28][CH2:27][O:26][CH2:25][CH2:24]4)[C:20]=3[CH:21]=2)[CH2:12][O:11][CH2:10]1)(C(C)(C)C)(C)C.CCCC[N+](CCCC)(CCCC)CCCC.[F-], predict the reaction product. The product is: [CH3:46][C:41]1[N:42]=[N:43][N:44]([CH3:45])[C:40]=1[C:37]1[CH:38]=[N:39][C:17]2[C:16]3[CH:15]=[CH:14][C:13]([C:9]4([OH:8])[CH2:12][O:11][CH2:10]4)=[CH:21][C:20]=3[N:19]([C@H:22]([C:29]3[CH:30]=[CH:31][C:32]([F:35])=[CH:33][CH:34]=3)[CH:23]3[CH2:24][CH2:25][O:26][CH2:27][CH2:28]3)[C:18]=2[CH:36]=1. (2) The product is: [C:29]([O:28][C:26]([N:20]1[CH2:25][CH2:24][N:23]([CH2:39][C:40]([NH:41][C:5]2[CH:6]=[C:7]([C:9]([F:10])([F:11])[F:12])[CH:8]=[C:3]([C:2]([F:1])([F:18])[F:19])[CH:4]=2)=[O:34])[CH2:22][CH2:21]1)=[O:27])([CH3:32])([CH3:31])[CH3:30]. Given the reactants [F:1][C:2]([F:19])([F:18])[C:3]1[CH:4]=[C:5](C(Cl)C(N)=O)[CH:6]=[C:7]([C:9]([F:12])([F:11])[F:10])[CH:8]=1.[N:20]1([C:26]([O:28][C:29]([CH3:32])([CH3:31])[CH3:30])=[O:27])[CH2:25][CH2:24][NH:23][CH2:22][CH2:21]1.C([O-])([O-])=[O:34].[K+].[K+].[CH3:39][C:40]#[N:41], predict the reaction product. (3) Given the reactants [CH:1]1([N:4]2[CH:8]=[C:7]([C:9]3[CH:10]=[C:11]4[C:16](=[CH:17][CH:18]=3)[N:15]([C:19](=[O:21])[CH3:20])[C@@H:14]([CH3:22])[CH2:13][NH:12]4)[CH:6]=[N:5]2)[CH2:3][CH2:2]1.Br[C:24]1[C:32]2[C:27](=[CH:28][CH:29]=[CH:30][CH:31]=2)[N:26]([CH:33]2[CH2:38][CH2:37][CH2:36][CH2:35][O:34]2)[N:25]=1.C1(P(C2C=CC=CC=2)C2C3OC4C(=CC=CC=4P(C4C=CC=CC=4)C4C=CC=CC=4)C(C)(C)C=3C=CC=2)C=CC=CC=1.C(=O)([O-])[O-].[Cs+].[Cs+], predict the reaction product. The product is: [CH:1]1([N:4]2[CH:8]=[C:7]([C:9]3[CH:10]=[C:11]4[C:16](=[CH:17][CH:18]=3)[N:15]([C:19](=[O:21])[CH3:20])[C@@H:14]([CH3:22])[CH2:13][N:12]4[C:24]3[C:32]4[C:27](=[CH:28][CH:29]=[CH:30][CH:31]=4)[N:26]([CH:33]4[CH2:38][CH2:37][CH2:36][CH2:35][O:34]4)[N:25]=3)[CH:6]=[N:5]2)[CH2:3][CH2:2]1.